From a dataset of Forward reaction prediction with 1.9M reactions from USPTO patents (1976-2016). Predict the product of the given reaction. (1) Given the reactants [CH:1]1([CH2:5][C:6]2[N:7]=[C:8]([C:11](OCC)=[O:12])[S:9][CH:10]=2)[CH2:4][CH2:3][CH2:2]1.[BH4-].[Na+].O, predict the reaction product. The product is: [CH:1]1([CH2:5][C:6]2[N:7]=[C:8]([CH2:11][OH:12])[S:9][CH:10]=2)[CH2:2][CH2:3][CH2:4]1. (2) Given the reactants O1CCCC1.[CH2:6]([O:13][C:14]1[C:15]([O:25][CH3:26])=[CH:16][C:17](Br)=[C:18]([NH:20][C:21](=[S:23])[CH3:22])[CH:19]=1)[C:7]1[CH:12]=[CH:11][CH:10]=[CH:9][CH:8]=1.[H-].[Na+].[N+](C1C=CC(C=CC=O)=CC=1)([O-])=O, predict the reaction product. The product is: [CH2:6]([O:13][C:14]1[C:15]([O:25][CH3:26])=[CH:16][C:17]2[S:23][C:21]([CH3:22])=[N:20][C:18]=2[CH:19]=1)[C:7]1[CH:12]=[CH:11][CH:10]=[CH:9][CH:8]=1. (3) Given the reactants [Cl:1][C:2]1[CH:10]=[C:9]2[C:5]([C:6]([C:12]3[N:17]=[C:16]4[C:18]([C:29](O)=[O:30])=[CH:19][N:20]([CH2:21][O:22][CH2:23][CH2:24][Si:25]([CH3:28])([CH3:27])[CH3:26])[C:15]4=[N:14][CH:13]=3)=[N:7][N:8]2[CH3:11])=[CH:4][CH:3]=1.C([N:35]([CH2:39][CH3:40])[CH:36](C)C)(C)C.CN(C)CCCN=C=NCC.CC1CN1.Cl, predict the reaction product. The product is: [Cl:1][C:2]1[CH:10]=[C:9]2[C:5]([C:6]([C:12]3[N:17]=[C:16]4[C:18]([C:29]([N:35]5[CH2:36][CH:39]5[CH3:40])=[O:30])=[CH:19][N:20]([CH2:21][O:22][CH2:23][CH2:24][Si:25]([CH3:26])([CH3:28])[CH3:27])[C:15]4=[N:14][CH:13]=3)=[N:7][N:8]2[CH3:11])=[CH:4][CH:3]=1. (4) The product is: [F:11][C:6]1[CH:7]=[C:8]([F:10])[CH:9]=[C:4]2[C:5]=1[C:12]([CH:13]([C:26]1[N:30]([CH3:31])[N:29]=[CH:28][N:27]=1)[CH:14]([C:19]1[CH:20]=[CH:21][C:22]([F:25])=[CH:23][CH:24]=1)[CH2:15][N+:16]([O-:18])=[O:17])=[N:35][NH:36][C:3]2=[O:2]. Given the reactants C[O:2][C:3](=O)[C:4]1[CH:9]=[C:8]([F:10])[CH:7]=[C:6]([F:11])[C:5]=1[C:12](=O)[CH:13]([C:26]1[N:30]([CH3:31])[N:29]=[CH:28][N:27]=1)[CH:14]([C:19]1[CH:24]=[CH:23][C:22]([F:25])=[CH:21][CH:20]=1)[CH2:15][N+:16]([O-:18])=[O:17].O.[NH2:35][NH2:36], predict the reaction product. (5) Given the reactants [C:1]([O:4][C@@H:5]1[C@H:9]([O:10][C:11](=[O:13])[CH3:12])[C@@H:8]([C:14]#[CH:15])[O:7][C@H:6]1[N:16]1[CH:24]=[N:23][C:22]2[C:17]1=[N:18][CH:19]=[N:20][C:21]=2ON1C2C=CC=CC=2N=N1)(=[O:3])[CH3:2].[F:35][C:36]1[CH:42]=[C:41]([Cl:43])[CH:40]=[CH:39][C:37]=1[NH2:38], predict the reaction product. The product is: [C:1]([O:4][C@@H:5]1[C@H:9]([O:10][C:11](=[O:13])[CH3:12])[C@@H:8]([C:14]#[CH:15])[O:7][C@H:6]1[N:16]1[CH:24]=[N:23][C:22]2[C:17]1=[N:18][CH:19]=[N:20][C:21]=2[NH:38][C:37]1[CH:39]=[CH:40][C:41]([Cl:43])=[CH:42][C:36]=1[F:35])(=[O:3])[CH3:2]. (6) Given the reactants Cl.[NH2:2][C@H:3]1[CH2:6][C@H:5]([OH:7])[CH2:4]1.[N:8]1[CH:9]=[CH:10][N:11]2[CH:16]=[CH:15][CH:14]=[C:13]([CH:17]=O)[C:12]=12.C(N(C(C)C)CC)(C)C.C(O[BH-](OC(=O)C)OC(=O)C)(=O)C.[Na+].[BH4-], predict the reaction product. The product is: [N:8]1[CH:9]=[CH:10][N:11]2[CH:16]=[CH:15][CH:14]=[C:13]([CH2:17][NH:2][C@H:3]3[CH2:6][C@H:5]([OH:7])[CH2:4]3)[C:12]=12.